Predict the reactants needed to synthesize the given product. From a dataset of Full USPTO retrosynthesis dataset with 1.9M reactions from patents (1976-2016). Given the product [CH3:1][O:8][C:9]([C:11]1[CH:20]=[C:19]([O:21][CH2:22][C:23]2[CH:24]=[CH:25][CH:26]=[CH:27][CH:28]=2)[C:18]2[C:13](=[C:14]([NH:37][C:38]3[CH:43]=[CH:42][CH:41]=[CH:40][N:39]=3)[CH:15]=[CH:16][CH:17]=2)[N:12]=1)=[O:10], predict the reactants needed to synthesize it. The reactants are: [CH2:1]([O:8][C:9]([C:11]1[CH:20]=[C:19]([O:21][CH2:22][C:23]2[CH:28]=[CH:27][CH:26]=[CH:25][CH:24]=2)[C:18]2[C:13](=[C:14](Br)[CH:15]=[CH:16][CH:17]=2)[N:12]=1)=[O:10])C1C=CC=CC=1.CN1CCNCC1.[NH2:37][C:38]1[CH:43]=[CH:42][CH:41]=[CH:40][N:39]=1.